Dataset: Catalyst prediction with 721,799 reactions and 888 catalyst types from USPTO. Task: Predict which catalyst facilitates the given reaction. (1) Reactant: [CH2:1]([O:8][C:9]([NH:11][CH2:12][C:13]([OH:15])=O)=[O:10])[C:2]1[CH:7]=[CH:6][CH:5]=[CH:4][CH:3]=1.CN(C(ON1N=NC2C=CC=NC1=2)=[N+](C)C)C.F[P-](F)(F)(F)(F)F.CCN(C(C)C)C(C)C.[NH:49]1[CH2:55][CH2:54][CH2:53][CH2:52][CH2:51][CH2:50]1. Product: [CH2:1]([O:8][C:9](=[O:10])[NH:11][CH2:12][C:13]([N:49]1[CH2:55][CH2:54][CH2:53][CH2:52][CH2:51][CH2:50]1)=[O:15])[C:2]1[CH:3]=[CH:4][CH:5]=[CH:6][CH:7]=1. The catalyst class is: 4. (2) Reactant: [NH2:1][C:2]1[N:7]=[C:6]([N:8]2[C:21]3[C:16](=[CH:17][CH:18]=[C:19]([C:22]#[C:23][C:24]([C:27]4[CH:31]=[C:30]([CH3:32])[O:29][N:28]=4)([OH:26])[CH3:25])[CH:20]=3)[C:10]3([CH2:15][CH2:14][O:13][CH2:12][CH2:11]3)[CH2:9]2)[C:5]([Cl:33])=[CH:4][N:3]=1. Product: [NH2:1][C:2]1[N:7]=[C:6]([N:8]2[C:21]3[C:16](=[CH:17][CH:18]=[C:19]([C:22]#[C:23][C@@:24]([C:27]4[CH:31]=[C:30]([CH3:32])[O:29][N:28]=4)([OH:26])[CH3:25])[CH:20]=3)[C:10]3([CH2:15][CH2:14][O:13][CH2:12][CH2:11]3)[CH2:9]2)[C:5]([Cl:33])=[CH:4][N:3]=1. The catalyst class is: 32. (3) Reactant: [C:1]([O:5][C:6]([N:8]1[CH2:12][CH:11]([CH2:13][OH:14])[CH2:10][CH:9]1[C:15]([O:17][C:18]([CH3:21])([CH3:20])[CH3:19])=[O:16])=[O:7])([CH3:4])([CH3:3])[CH3:2].C1(P(C2C=CC=CC=2)C2C=CC=CC=2)C=CC=CC=1.[Cl:41][C:42]1[CH:43]=[C:44](O)[CH:45]=[CH:46][CH:47]=1.CC(OC(/N=N/C(OC(C)C)=O)=O)C. The catalyst class is: 7. Product: [C:1]([O:5][C:6]([N:8]1[CH2:12][C@@H:11]([CH2:13][O:14][C:46]2[CH:45]=[CH:44][CH:43]=[C:42]([Cl:41])[CH:47]=2)[CH2:10][C@H:9]1[C:15]([O:17][C:18]([CH3:21])([CH3:20])[CH3:19])=[O:16])=[O:7])([CH3:3])([CH3:4])[CH3:2]. (4) Reactant: Cl[CH:2]1[NH:6][C:5]2=[C:7]([C:12]([O:14][CH3:15])=[O:13])[CH:8]=[CH:9][C:10]([F:11])=[C:4]2[O:3]1.[N+:16](C1C=CC=CC=1O)([O-])=O.C([O-])([O-])=O.[K+].[K+]. Product: [NH2:16][C:2]1[O:3][C:4]2[C:5](=[C:7]([C:12]([O:14][CH3:15])=[O:13])[CH:8]=[CH:9][C:10]=2[F:11])[N:6]=1. The catalyst class is: 1.